From a dataset of Reaction yield outcomes from USPTO patents with 853,638 reactions. Predict the reaction yield, written as a fraction of the theoretical maximum amount of product (1.0 means a 100% yield; for example, 0.34 means a 34% yield). (1) The reactants are Cl[CH2:2][C:3]1[C:4]([C:16]2[CH:21]=[CH:20][C:19]([O:22][CH2:23][O:24][CH3:25])=[CH:18][C:17]=2[O:26][CH3:27])=[CH:5][CH:6]=[C:7]2[C:12]=1[NH:11][C:10](=[O:13])[C:9]([CH3:15])([CH3:14])[NH:8]2.[CH3:28][C:29]1[S:33][C:32]([C:34]([OH:36])=[O:35])=[CH:31][CH:30]=1.C(=O)([O-])[O-].[K+].[K+]. The catalyst is CN(C)C=O.C(OCC)(=O)C. The product is [CH3:27][O:26][C:17]1[CH:18]=[C:19]([O:22][CH2:23][O:24][CH3:25])[CH:20]=[CH:21][C:16]=1[C:4]1[C:3]([CH2:2][O:36][C:34]([C:32]2[S:33][C:29]([CH3:28])=[CH:30][CH:31]=2)=[O:35])=[C:12]2[C:7]([NH:8][C:9]([CH3:15])([CH3:14])[C:10](=[O:13])[NH:11]2)=[CH:6][CH:5]=1. The yield is 0.870. (2) The catalyst is C(OCC)(=O)C. The reactants are [C:1]1([C:25]2[CH:30]=[CH:29][CH:28]=[CH:27][CH:26]=2)[CH:6]=[CH:5][C:4]([C:7]2[N:8]=[C:9]([CH:12]3[CH2:17][CH2:16][N:15](C(OC(C)(C)C)=O)[CH2:14][CH2:13]3)[NH:10][CH:11]=2)=[CH:3][CH:2]=1.[ClH:31]. The yield is 1.00. The product is [ClH:31].[C:1]1([C:25]2[CH:26]=[CH:27][CH:28]=[CH:29][CH:30]=2)[CH:6]=[CH:5][C:4]([C:7]2[N:8]=[C:9]([CH:12]3[CH2:17][CH2:16][NH:15][CH2:14][CH2:13]3)[NH:10][CH:11]=2)=[CH:3][CH:2]=1. (3) The reactants are O.[NH2:2][NH2:3].Cl[C:5]1[N:6]=[N:7][C:8]([C:11]2[CH:16]=[CH:15][C:14]([F:17])=[CH:13][CH:12]=2)=[CH:9][N:10]=1. The catalyst is N1C=CC=CC=1. The product is [F:17][C:14]1[CH:15]=[CH:16][C:11]([C:8]2[N:7]=[N:6][C:5]([NH:2][NH2:3])=[N:10][CH:9]=2)=[CH:12][CH:13]=1. The yield is 0.919. (4) The reactants are [CH3:1][S:2][C:3]1[CH:8]=[CH:7][C:6]([C:9]2[C:17]3[C:12](=[CH:13][CH:14]=[C:15]([C:18]4[N:22]=[CH:21][N:20](C(C5C=CC=CC=5)(C5C=CC=CC=5)C5C=CC=CC=5)[N:19]=4)[CH:16]=3)[N:11](C3CCCCO3)[N:10]=2)=[CH:5][CH:4]=1.C(Cl)Cl.ClC1C=C(C=CC=1)C(OO)=[O:56]. The catalyst is CCOC(C)=O. The product is [NH:19]1[C:18]([C:15]2[CH:16]=[C:17]3[C:12](=[CH:13][CH:14]=2)[NH:11][N:10]=[C:9]3[C:6]2[CH:7]=[CH:8][C:3]([S:2]([CH3:1])=[O:56])=[CH:4][CH:5]=2)=[N:22][CH:21]=[N:20]1. The yield is 0.104. (5) The reactants are [CH:1]1([C:4]([N:6]2[CH2:11][CH2:10][N:9]([C:12]([C:14]3[CH:21]=[CH:20][C:17](C=O)=[CH:16][CH:15]=3)=[O:13])[CH2:8][CH2:7]2)=[O:5])[CH2:3][CH2:2]1.[CH:22](=[N:29]/[C:30]1[CH:38]=[CH:37][CH:36]=C2C=1COC2=O)\[C:23]1[CH:28]=[CH:27][CH:26]=[CH:25][CH:24]=1.[CH3:40][O-:41].[Na+].[CH3:43]O.[C:45]([O:49][CH2:50]C)(=[O:48])[CH2:46][CH3:47]. No catalyst specified. The product is [CH:1]1([C:4]([N:6]2[CH2:7][CH2:8][N:9]([C:12]([C:14]3[CH:15]=[CH:16][C:17]([CH:43]4[C:40](=[O:41])[C:47]5[C:46]([C:45]([O:49][CH3:50])=[O:48])=[CH:36][CH:37]=[CH:38][C:30]=5[NH:29][CH:22]4[C:23]4[CH:24]=[CH:25][CH:26]=[CH:27][CH:28]=4)=[CH:20][CH:21]=3)=[O:13])[CH2:10][CH2:11]2)=[O:5])[CH2:3][CH2:2]1. The yield is 0.110.